The task is: Predict the reaction yield, written as a fraction of the theoretical maximum amount of product (1.0 means a 100% yield; for example, 0.34 means a 34% yield).. This data is from Reaction yield outcomes from USPTO patents with 853,638 reactions. The reactants are CC1(C)[O:6][C@@H:5]([CH2:7][CH2:8][NH:9][C:10]([CH:12]2[CH:16]([C:17]3[CH:22]=[CH:21][CH:20]=[C:19]([Cl:23])[C:18]=3[F:24])[C:15]([C:27]3[CH:32]=[CH:31][C:30]([Cl:33])=[CH:29][C:28]=3[F:34])([C:25]#[N:26])[CH:14]([CH2:35][C:36]([CH3:40])([CH3:39])[CH2:37][CH3:38])[NH:13]2)=[O:11])[CH2:4][O:3]1.Cl. The catalyst is O1CCCC1. The product is [OH:6][C@H:5]([CH2:4][OH:3])[CH2:7][CH2:8][NH:9][C:10]([CH:12]1[CH:16]([C:17]2[CH:22]=[CH:21][CH:20]=[C:19]([Cl:23])[C:18]=2[F:24])[C:15]([C:27]2[CH:32]=[CH:31][C:30]([Cl:33])=[CH:29][C:28]=2[F:34])([C:25]#[N:26])[CH:14]([CH2:35][C:36]([CH3:39])([CH3:40])[CH2:37][CH3:38])[NH:13]1)=[O:11]. The yield is 0.990.